The task is: Predict the product of the given reaction.. This data is from Forward reaction prediction with 1.9M reactions from USPTO patents (1976-2016). Given the reactants [OH2:1].CC[N:4]=C=NCCCN(C)C.CCN(C(C)C)C(C)C.C[N:23]([CH2:25][C:26](O)=O)C.ONC([N:33]1CC[CH:36]([C@H:39](C)CCOC2C=CC(S(C)(=O)=O)=CC=2)[CH2:35][CH2:34]1)=N, predict the reaction product. The product is: [CH:39]1[CH:36]=[CH:35][C:34]2[N:33]([OH:1])[N:4]=[N:23][C:25]=2[CH:26]=1.